Task: Regression. Given a peptide amino acid sequence and an MHC pseudo amino acid sequence, predict their binding affinity value. This is MHC class I binding data.. Dataset: Peptide-MHC class I binding affinity with 185,985 pairs from IEDB/IMGT (1) The binding affinity (normalized) is 0.0847. The MHC is HLA-B15:01 with pseudo-sequence HLA-B15:01. The peptide sequence is PSYQLPLPM. (2) The peptide sequence is GIILLILSCI. The MHC is HLA-A02:01 with pseudo-sequence HLA-A02:01. The binding affinity (normalized) is 0.572.